Dataset: Human Reference Interactome with 51,813 positive PPI pairs across 8,248 proteins, plus equal number of experimentally-validated negative pairs. Task: Binary Classification. Given two protein amino acid sequences, predict whether they physically interact or not. (1) Protein 1 (ENSG00000121766) has sequence MNSGRPETMENLPALYTIFQGEVAMVTDYGAFIKIPGCRKQGLVHRTHMSSCRVDKPSEIVDVGDKVWVKLIGREMKNDRIKVSLSMKVVNQGTGKDLDPNNVIIEQEERRRRSFQDYTGQKITLEAVLNTTCKKCGCKGHFAKDCFMQPGGTKYSLIPDEEEEKEEAKSAEFEKPDPTRNPSRKRKKEKKKKKHRDRKSSDSDSSDSESDTGKRARHTSKDSKAAKKKKKKKKHKKKHKE*MKQLIEDTEKNKVYVAMVTDYGAFIKIPGCRKQGLVHRTHMSSCRVDKPSEIVDVGDK.... Protein 2 (ENSG00000125775) has sequence MSSLYPSLEDLKVDQAIQAQVRASPKMPALPVQATAISPPPVLYPNLAELENYMGLSLSSQEVQESLLQIPEGDSTAVSGPGPGQMVAPVTGYSLGVRRAEIKPGVREIHLCKDERGKTGLRLRKVDQGLFVQLVQANTPASLVGLRFGDQLLQIDGRDCAGWSSHKAHQVVKKASGDKIVVVVRDRPFQRTVTMHKDSMGHVGFVIKKGKIVSLVKGSSAARNGLLTNHYVCEVDGQNVIGLKDKKIMEILATAGNVVTLTIIPSVIYEHMVKKLPPVLLHHTMDHSIPDA*MVAPVTG.... Result: 1 (the proteins interact). (2) Protein 1 (ENSG00000113240) has sequence MRHSKRTHCPDWDSRESWGHESYRGSHKRKRRSHSSTQENRHCKPHHQFKESDCHYLEARSLNERDYRDRRYVDEYRNDYCEGYVPRHYHRDIESGYRIHCSKSSVRSRRSSPKRKRNRHCSSHQSRSKSHRRKRSRSIEDDEEGHLICQSGDVLRARYEIVDTLGEGAFGKVVECIDHGMDGMHVAVKIVKNVGRYREAARSEIQVLEHLNSTDPNSVFRCVQMLEWFDHHGHVCIVFELLGLSTYDFIKENSFLPFQIDHIRQMAYQICQSINFLHHNKLTHTDLKPENILFVKSDYV.... Protein 2 (ENSG00000127989) has sequence MQSLSLGQTSISKGLNYLTIMAPGNLWHMRNNFLFGSRCWMTRFSAENIFKSVSFRLFGVKCHNTDSEPLKNEDLLKNLLTMGVDIDMARKRQPGVFHRMITNEQDLKMFLLSKGASKEVIASIISRYPRAITRTPENLSKRWDLWRKIVTSDLEIVNILERSPESFFRSNNNLNLENNIKFLYSVGLTRKCLCRLLTNAPRTFSNSLDLNKQMVEFLQAAGLSLGHNDPADFVRKIIFKNPFILIQSTKRVKANIEFLRSTFNLNSEELLVLICGPGAEILDLSNDYARRSYANIKEKL.... Result: 0 (the proteins do not interact). (3) Protein 1 (ENSG00000179295) has sequence MTSRRWFHPNITGVEAENLLLTRGVDGSFLARPSKSNPGDFTLSVRRNGAVTHIKIQNTGDYYDLYGGEKFATLAELVQYYMEHHGQLKEKNGDVIELKYPLNCADPTSERWFHGHLSGKEAEKLLTEKGKHGSFLVRESQSHPGDFVLSVRTGDDKGESNDGKSKVTHVMIRCQELKYDVGGGERFDSLTDLVEHYKKNPMVETLGTVLQLKQPLNTTRINAAEIESRVRELSKLAETTDKVKQGFWEEFETLQQQECKLLYSRKEGQRQENKNKNRYKNILPFDHTRVVLHDGDPNEP.... Protein 2 (ENSG00000171848) has sequence MLSLRVPLAPITDPQQLQLSPLKGLSLVDKENTPPALSGTRVLASKTARRIFQEPTEPKTKAAAPGVEDEPLLRENPRRFVIFPIEYHDIWQMYKKAEASFWTAEEVDLSKDIQHWESLKPEERYFISHVLAFFAASDGIVNENLVERFSQEVQITEARCFYGFQIAMENIHSEMYSLLIDTYIKDPKEREFLFNAIETMPCVKKKADWALRWIGDKEATYGERVVAFAAVEGIFFSGSFASIFWLKKRGLMPGLTFSNELISRDEGLHCDFACLMFKHLVHKPSEERVREIIINAVRIE.... Result: 0 (the proteins do not interact). (4) Protein 1 (ENSG00000128322) has sequence MRPGTGQGGLEAPGEPGPNLRQRWPLLLLGLAVVTHGLLRPTAASQSRALGPGAPGGSSRSSLRSRWGRSAQGHPLGHSVPAVL*MRPGTGQGGLEAPGEPGPNLRQRWPLLLLGLAVVTHGLLRPTAASQSRALGPGAPGGSSRSSLRSRWGRFLLQRGSWTGPRCWPRGFQSKHNSVTHVFGSGTQLTVLSQPKATPSVTLFPPSSEELQANKATLVCLMNDFYPGILTVTWKADGTPITQGVEMTTPSKQSNNKYAASSYLSLTPEQWRSRRSYSCQVMHEGSTVEKTVAPAECS*M.... Protein 2 (ENSG00000198298) has sequence MAPRAQIQGPLTFGDVAVAFTRIEWRHLDAAQRALYRDVMLENYGNLVSVGLLSSKPKLITQLEQGAEPWTEVREAPSGTHAVEDYWFETKMSALKQSTSEASVLGERTKSVMMEKGLDWEGRSSTEKNYKCKECGKVFKYNSSFISHQRNHTSEKPHKCKECGIAFMNSSSLLNHHKVHAGKQPYRCIECGKFLKKHSTFINHQRIHSREKPHKCIECGKTFRKNSILLSHQRIHTGQKPYKCNDCGKAFAQNAALTRHERIHSGEKPFKCNKCGRAFRDNSTVLEHQKIHTGEKPYQC.... Result: 0 (the proteins do not interact). (5) Protein 1 (ENSG00000106615) has sequence MPQSKSRKIAILGYRSVGKSSLTIQFVEGQFVDSYDPTIENTFTKLITVNGQEYHLQLVDTAGQDEYSIFPQTYSIDINGYILVYSVTSIKSFEVIKVIHGKLLDMVGKVQIPIMLVGNKKDLHMERVISYEEGKALAESWNAAFLESSAKENQTAVDVFRRIILEAEKMDGAASQGKSSCSVM*MVGKVQIPIMLVGNKKDLHMERVISYEEGKALAESWNAAFLESSAKENQTAVDVFRRIILEAEKMDGAASQGKSSCSVM*MPQSKSRKIAILGYRSVGSSSQDLRTCCEWCYSSA.... Protein 2 (ENSG00000140319) has sequence MVLLESEQFLTELTRLFQKCRTSGSVYITLKKYDGRTKPIPKKGTVEGFEPADNKCLLRATDGKKKISTVVSSKEVNKFQMAYSNLLRANMDGLKKRDKKNKTKKTKAAAAAAAAAPAAAATAPTTAATTAATAAQ*MVLLESEQFLTELTRLFQKCRTSGSVYITLKKYDGRTKPIPKKGTVEGFEPADNKCLLRATDGKKKISTVVSSKEVNKFQMVSFGCSLCFPSQGKSQYDSEHWVRLILGFTALRR*MAYSNLLRANMDGLKKRDKKNKTKKTKAAAAAAAAAPAAAATAPTTA.... Result: 0 (the proteins do not interact).